This data is from Full USPTO retrosynthesis dataset with 1.9M reactions from patents (1976-2016). The task is: Predict the reactants needed to synthesize the given product. (1) Given the product [I:12][C:6]1[C:7]([O:9][CH3:10])=[N:8][C:3]([O:2][CH3:1])=[N:4][C:5]=1[CH3:11], predict the reactants needed to synthesize it. The reactants are: [CH3:1][O:2][C:3]1[N:8]=[C:7]([O:9][CH3:10])[CH:6]=[C:5]([CH3:11])[N:4]=1.[I:12]N1C(=O)CCC1=O.C(OCC)(=O)C. (2) Given the product [CH2:1]([N:8]1[CH:16]=[C:15]2[C:10]([CH:11]=[C:12]([C:17]3[CH:18]=[C:19]([CH:53]4[CH2:52][CH2:57][CH2:56][N:58]([C:36](=[O:37])[CH2:35][N:34]([CH3:39])[CH3:33])[CH2:54]4)[N:20]4[C:25]=3[C:24]([NH2:26])=[N:23][CH:22]=[N:21]4)[CH:13]=[CH:14]2)=[N:9]1)[C:2]1[CH:3]=[CH:4][CH:5]=[CH:6][CH:7]=1, predict the reactants needed to synthesize it. The reactants are: [CH2:1]([N:8]1[CH:16]=[C:15]2[C:10]([CH:11]=[C:12]([C:17]3[CH:18]=[C:19](C4CCNCC4)[N:20]4[C:25]=3[C:24]([NH2:26])=[N:23][CH:22]=[N:21]4)[CH:13]=[CH:14]2)=[N:9]1)[C:2]1[CH:7]=[CH:6][CH:5]=[CH:4][CH:3]=1.[CH3:33][N:34]([CH3:39])[CH2:35][C:36](O)=[O:37].CCN=C=NCCCN(C)C.Cl.[CH:52]1[CH:53]=[CH:54]C2N(O)N=[N:58][C:56]=2[CH:57]=1.C(N(CC)C(C)C)(C)C. (3) Given the product [C:1]([C@:3]1([CH2:24][O:25][CH2:26][C:27]2[CH:32]=[CH:31][CH:30]=[CH:29][CH:28]=2)[O:11][C@@H:6]([N:33]2[CH:40]=[CH:39][C:37](=[O:38])[NH:36][C:34]2=[O:35])[C@H:5]([O:12][C:13](=[O:15])[CH3:14])[C@@H:4]1[O:16][CH2:17][C:18]1[CH:19]=[CH:20][CH:21]=[CH:22][CH:23]=1)#[CH:2], predict the reactants needed to synthesize it. The reactants are: [C:1]([C@:3]1([CH2:24][O:25][CH2:26][C:27]2[CH:32]=[CH:31][CH:30]=[CH:29][CH:28]=2)[O:11][CH:6](OC(=O)C)[C@H:5]([O:12][C:13](=[O:15])[CH3:14])[C@@H:4]1[O:16][CH2:17][C:18]1[CH:23]=[CH:22][CH:21]=[CH:20][CH:19]=1)#[CH:2].[NH:33]1[CH:40]=[CH:39][C:37](=[O:38])[NH:36][C:34]1=[O:35].C/C(/O[Si](C)(C)C)=N\[Si](C)(C)C.FC(F)(F)S(O[Si](C)(C)C)(=O)=O.C(=O)([O-])O.[Na+]. (4) Given the product [Br:9][C:10]1[CH:11]=[CH:12][C:13]([CH2:16][C@H:17]([O:22][CH2:1][C:2]2[CH:7]=[CH:6][CH:5]=[CH:4][CH:3]=2)[C:18]([O:20][CH3:21])=[O:19])=[CH:14][CH:15]=1, predict the reactants needed to synthesize it. The reactants are: [CH2:1](Br)[C:2]1[CH:7]=[CH:6][CH:5]=[CH:4][CH:3]=1.[Br:9][C:10]1[CH:15]=[CH:14][C:13]([CH2:16][C@H:17]([OH:22])[C:18]([O:20][CH3:21])=[O:19])=[CH:12][CH:11]=1. (5) Given the product [CH3:1][C:2]1([CH3:29])[CH2:7][CH:6]([CH2:8][O:9][C:10]2[CH:19]=[C:14]([CH2:15][OH:16])[CH:13]=[N:12][C:11]=2[C:20]2[CH:25]=[C:24]([O:26][CH3:27])[CH:23]=[CH:22][C:21]=2[F:28])[CH2:5][CH2:4][O:3]1, predict the reactants needed to synthesize it. The reactants are: [CH3:1][C:2]1([CH3:29])[CH2:7][CH:6]([CH2:8][O:9][C:10]2[C:11]([C:20]3[CH:25]=[C:24]([O:26][CH3:27])[CH:23]=[CH:22][C:21]=3[F:28])=[N:12][CH:13]=[C:14]([CH:19]=2)[C:15](OC)=[O:16])[CH2:5][CH2:4][O:3]1.[BH4-].[Na+]. (6) Given the product [NH2:20][C:16]1[CH:17]=[CH:18][CH:19]=[C:10]([CH2:9][O:8][Si:1]([C:4]([CH3:7])([CH3:6])[CH3:5])([CH3:3])[CH3:2])[C:11]=1[C:12]([O:14][CH3:15])=[O:13], predict the reactants needed to synthesize it. The reactants are: [Si:1]([O:8][CH2:9][C:10]1[CH:19]=[CH:18][CH:17]=[C:16]([N+:20]([O-])=O)[C:11]=1[C:12]([O:14][CH3:15])=[O:13])([C:4]([CH3:7])([CH3:6])[CH3:5])([CH3:3])[CH3:2].